Task: Predict which catalyst facilitates the given reaction.. Dataset: Catalyst prediction with 721,799 reactions and 888 catalyst types from USPTO (1) Reactant: [CH3:1][S:2][C:3]1[N:4]=[CH:5][C:6]2[CH:12]=[CH:11][C:10](=[O:13])[N:9]([C:14]3[CH:15]=[C:16]([NH:20][C:21](=O)[O:22]C(C)(C)C)[CH:17]=[CH:18][CH:19]=3)[C:7]=2[N:8]=1.[C:28](O)([C:30](F)(F)F)=O.C(Cl)(=O)C=C. The catalyst class is: 2. Product: [CH3:1][S:2][C:3]1[N:4]=[CH:5][C:6]2[CH:12]=[CH:11][C:10](=[O:13])[N:9]([C:14]3[CH:15]=[C:16]([NH:20][C:21](=[O:22])[CH:28]=[CH2:30])[CH:17]=[CH:18][CH:19]=3)[C:7]=2[N:8]=1. (2) Reactant: [CH3:1]I.C(=O)([O-])[O-].[Cs+].[Cs+].[CH3:9][C:10]1[CH:18]=[CH:17][CH:16]=[C:15]2[C:11]=1[CH:12]=[CH:13][NH:14]2. Product: [CH3:1][N:14]1[C:15]2[C:11](=[C:10]([CH3:9])[CH:18]=[CH:17][CH:16]=2)[CH:12]=[CH:13]1. The catalyst class is: 9. (3) Reactant: [NH2:1][CH2:2][C:3]1([OH:16])[CH2:8][CH2:7][N:6]([CH2:9][C:10]2[CH:15]=[CH:14][CH:13]=[CH:12][CH:11]=2)[CH2:5][CH2:4]1.[C:17](O[C:17]([O:19][C:20]([CH3:23])([CH3:22])[CH3:21])=[O:18])([O:19][C:20]([CH3:23])([CH3:22])[CH3:21])=[O:18]. Product: [CH2:9]([N:6]1[CH2:7][CH2:8][C:3]([CH2:2][NH:1][C:17](=[O:18])[O:19][C:20]([CH3:23])([CH3:22])[CH3:21])([OH:16])[CH2:4][CH2:5]1)[C:10]1[CH:15]=[CH:14][CH:13]=[CH:12][CH:11]=1. The catalyst class is: 4. (4) Reactant: [C:1]1([CH3:18])[CH:6]=[CH:5][CH:4]=[C:3]([NH:7][CH2:8][C:9]2[CH:14]=[C:13]([F:15])[C:12]([F:16])=[CH:11][C:10]=2[F:17])[CH:2]=1.[Cl:19][C:20](Cl)([O:22]C(=O)OC(Cl)(Cl)Cl)Cl. Product: [C:1]1([CH3:18])[CH:6]=[CH:5][CH:4]=[C:3]([N:7]([CH2:8][C:9]2[CH:14]=[C:13]([F:15])[C:12]([F:16])=[CH:11][C:10]=2[F:17])[C:20]([Cl:19])=[O:22])[CH:2]=1. The catalyst class is: 2. (5) Reactant: [CH3:1][O:2][C:3]1[CH:9]=[CH:8][C:6]([NH2:7])=[CH:5][CH:4]=1.[O-]S([O-])(=O)=O.[Na+].[Na+].O=[CH:18][C:19]([O:21][CH2:22][CH3:23])=[O:20]. Product: [CH3:1][O:2][C:3]1[CH:9]=[CH:8][C:6](/[N:7]=[CH:18]\[C:19]([O:21][CH2:22][CH3:23])=[O:20])=[CH:5][CH:4]=1. The catalyst class is: 11.